This data is from Experimentally validated miRNA-target interactions with 360,000+ pairs, plus equal number of negative samples. The task is: Binary Classification. Given a miRNA mature sequence and a target amino acid sequence, predict their likelihood of interaction. The miRNA is mmu-miR-543-3p with sequence AAACAUUCGCGGUGCACUUCUU. The protein sequence of the target gene is MEIVWEVLFLLQANFIVCISAQQNSPKIHEGWWAYKEVVQGSFVPVPSFWGLVNSAWNLCSVGKRQSPVNIETSHMIFDPFLTPLRINTGGRKVSGTMYNTGRHVSLRLDKEHLVNISGGPMTYSHRLEEIRLHFGSEDSQGSEHLLNGQAFSGEVQLIHYNHELYTNVTEAAKSPNGLVVVSIFIKVSDSSNPFLNRMLNRDTITRITYKNDAYLLQGLNIEELYPETSSFITYDGSMTIPPCYETASWIIMNKPVYITRMQMHSLRLLSQNQPSQIFLSMSDNFRPVQPLNNRCIRTN.... Result: 0 (no interaction).